This data is from Rat liver microsome stability data. The task is: Regression/Classification. Given a drug SMILES string, predict its absorption, distribution, metabolism, or excretion properties. Task type varies by dataset: regression for continuous measurements (e.g., permeability, clearance, half-life) or binary classification for categorical outcomes (e.g., BBB penetration, CYP inhibition). Dataset: rlm. (1) The molecule is NC(=O)c1ccc(-c2ncc3cnc(-c4cccc(F)c4)cn23)cc1. The result is 1 (stable in rat liver microsomes). (2) The molecule is Cn1c(=O)c(F)c(Nc2ccc(I)cc2F)c2c(=O)n(C[C@@H](O)CO)cnc21. The result is 0 (unstable in rat liver microsomes).